The task is: Predict the product of the given reaction.. This data is from Forward reaction prediction with 1.9M reactions from USPTO patents (1976-2016). (1) The product is: [Cl:1][C:2]1[CH:9]=[C:8]([N:10]([CH2:16][C:17]2[CH:22]=[CH:21][CH:20]=[CH:19][C:18]=2[Cl:23])[C@H:11]2[CH2:15][CH2:14][N:13]([CH2:24][C:25]3[CH:30]=[CH:29][CH:28]=[CH:27][CH:26]=3)[CH2:12]2)[CH:7]=[CH:6][C:3]=1[C:4]#[N:5]. Given the reactants [Cl:1][C:2]1[CH:9]=[C:8]([N:10]([CH2:16][C:17]2[CH:22]=[CH:21][CH:20]=[CH:19][C:18]=2[Cl:23])[C@H:11]2[CH2:15][CH2:14][NH:13][CH2:12]2)[CH:7]=[CH:6][C:3]=1[C:4]#[N:5].[CH2:24](Br)[C:25]1[CH:30]=[CH:29][CH:28]=[CH:27][CH:26]=1, predict the reaction product. (2) Given the reactants Br[C:2]1[N:6]=[CH:5][N:4]([C:7]2[CH:12]=[CH:11][C:10]([O:13][C:14]([F:17])([F:16])[F:15])=[CH:9][CH:8]=2)[N:3]=1.CC1(C)C(C)(C)OB([C:26]2[CH:43]=[CH:42][C:29]([CH2:30][NH:31][C:32](=[O:41])[O:33][CH2:34][C:35]3[CH:40]=[CH:39][CH:38]=[CH:37][CH:36]=3)=[CH:28][CH:27]=2)O1.P([O-])([O-])([O-])=O.[K+].[K+].[K+].O1CCOCC1, predict the reaction product. The product is: [F:15][C:14]([F:17])([F:16])[O:13][C:10]1[CH:11]=[CH:12][C:7]([N:4]2[CH:5]=[N:6][C:2]([C:26]3[CH:43]=[CH:42][C:29]([CH2:30][NH:31][C:32](=[O:41])[O:33][CH2:34][C:35]4[CH:36]=[CH:37][CH:38]=[CH:39][CH:40]=4)=[CH:28][CH:27]=3)=[N:3]2)=[CH:8][CH:9]=1. (3) Given the reactants [C:1]([O:5][C:6]([NH:8][CH2:9][C:10]([OH:12])=O)=[O:7])([CH3:4])([CH3:3])[CH3:2].CCN(C(C)C)C(C)C.CN(C(ON1N=NC2C=CC=CC1=2)=[N+](C)C)C.F[P-](F)(F)(F)(F)F.[CH3:46][O:47][C:48]([C@H:50]1[NH:54][CH2:53][C@H:52]([OH:55])[CH2:51]1)=[O:49].Cl, predict the reaction product. The product is: [CH3:46][O:47][C:48](=[O:49])[C@@H:50]1[CH2:51][C@@H:52]([OH:55])[CH2:53][N:54]1[C:10](=[O:12])[CH2:9][NH:8][C:6]([O:5][C:1]([CH3:2])([CH3:3])[CH3:4])=[O:7].